This data is from Reaction yield outcomes from USPTO patents with 853,638 reactions. The task is: Predict the reaction yield, written as a fraction of the theoretical maximum amount of product (1.0 means a 100% yield; for example, 0.34 means a 34% yield). (1) The reactants are CS([O:5][C@@H:6]1[CH2:10][CH2:9][N:8]([C:11]([O:13][CH2:14][C:15]2[CH:20]=[CH:19][C:18]([N+:21]([O-:23])=[O:22])=[CH:17][CH:16]=2)=[O:12])[CH2:7]1)(=O)=O.[C:24]([O-])(=[O:26])[CH3:25].[K+]. The catalyst is CN(C)C=O. The product is [C:24]([O:5][C@H:6]1[CH2:10][CH2:9][N:8]([C:11]([O:13][CH2:14][C:15]2[CH:20]=[CH:19][C:18]([N+:21]([O-:23])=[O:22])=[CH:17][CH:16]=2)=[O:12])[CH2:7]1)(=[O:26])[CH3:25]. The yield is 0.820. (2) The reactants are [CH3:1][C:2]1[CH:11]=[C:10]([NH:12][C:13]2[CH:14]=[C:15]([OH:19])[CH:16]=[CH:17][CH:18]=2)[C:9]2[C:4](=[CH:5][CH:6]=[CH:7][CH:8]=2)[N:3]=1.Br[CH2:21][CH2:22][Cl:23].C(=O)([O-])[O-].[K+].[K+]. The catalyst is CC(C)=O. The product is [Cl:23][CH2:22][CH2:21][O:19][C:15]1[CH:14]=[C:13]([NH:12][C:10]2[C:9]3[C:4](=[CH:5][CH:6]=[CH:7][CH:8]=3)[N:3]=[C:2]([CH3:1])[CH:11]=2)[CH:18]=[CH:17][CH:16]=1. The yield is 0.355. (3) The reactants are FC1C=C(C2C(C)=C(O)C(=O)N(CC(C)C)N=2)C=CC=1C.[C:22]([C:25]1[C:26](=[O:41])[N:27]([CH2:37][CH:38]([CH3:40])[CH3:39])[N:28]=[C:29]([C:31]2[CH:36]=[CH:35][CH:34]=[CH:33][CH:32]=2)[CH:30]=1)(O)=[O:23]. No catalyst specified. The product is [OH:23][CH2:22][C:25]1[C:26](=[O:41])[N:27]([CH2:37][CH:38]([CH3:39])[CH3:40])[N:28]=[C:29]([C:31]2[CH:36]=[CH:35][CH:34]=[CH:33][CH:32]=2)[CH:30]=1. The yield is 0.223.